Dataset: Full USPTO retrosynthesis dataset with 1.9M reactions from patents (1976-2016). Task: Predict the reactants needed to synthesize the given product. Given the product [CH3:13][O:14][C:15]1[CH:20]=[CH:19][N:18]=[CH:17][C:16]=1[NH:21][C:22]1[S:23][CH:2]=[C:3]([C:5]2[S:9][C:8]([CH3:10])=[N:7][C:6]=2[CH3:11])[N:24]=1, predict the reactants needed to synthesize it. The reactants are: Br[CH2:2][C:3]([C:5]1[S:9][C:8]([CH3:10])=[N:7][C:6]=1[CH3:11])=O.Br.[CH3:13][O:14][C:15]1[CH:20]=[CH:19][N:18]=[CH:17][C:16]=1[NH:21][C:22]([NH2:24])=[S:23].CCO.